Dataset: Catalyst prediction with 721,799 reactions and 888 catalyst types from USPTO. Task: Predict which catalyst facilitates the given reaction. Reactant: F[P-](F)(F)(F)(F)F.N1(O[P+](N(C)C)(N(C)C)N(C)C)C2C=[CH:14][CH:15]=[CH:16][C:11]=2[N:10]=N1.C(OC([NH:35][CH:36]([CH2:40][C:41]1[CH:46]=[CH:45][C:44]([C:47]#[N:48])=[CH:43][CH:42]=1)[C:37]([OH:39])=O)=O)(C)(C)C.N1CCCC1.C(N1CCOCC1)C.[C:62]([OH:68])([C:64]([F:67])([F:66])[F:65])=[O:63]. Product: [F:65][C:64]([F:67])([F:66])[C:62]([OH:68])=[O:63].[NH2:35][CH:36]([CH2:40][C:41]1[CH:42]=[CH:43][C:44]([C:47]#[N:48])=[CH:45][CH:46]=1)[C:37]([N:10]1[CH2:11][CH2:16][CH2:15][CH2:14]1)=[O:39]. The catalyst class is: 85.